Dataset: Reaction yield outcomes from USPTO patents with 853,638 reactions. Task: Predict the reaction yield, written as a fraction of the theoretical maximum amount of product (1.0 means a 100% yield; for example, 0.34 means a 34% yield). (1) The reactants are [C:1]([C:3]1[CH:4]=[C:5]([S:21]([N:24](CC2C=CC(OC)=CC=2OC)[C:25]2[CH:30]=[CH:29][N:28]=[CH:27][N:26]=2)(=[O:23])=[O:22])[CH:6]=[CH:7][C:8]=1[O:9][C@H:10]1[CH2:14][CH2:13][CH2:12][C@@H:11]1[C:15]1[N:19]([CH3:20])[N:18]=[CH:17][CH:16]=1)#[N:2].C([SiH](CC)CC)C.FC(F)(F)C(O)=O. The catalyst is ClCCl. The product is [C:1]([C:3]1[CH:4]=[C:5]([S:21]([NH:24][C:25]2[CH:30]=[CH:29][N:28]=[CH:27][N:26]=2)(=[O:23])=[O:22])[CH:6]=[CH:7][C:8]=1[O:9][C@H:10]1[CH2:14][CH2:13][CH2:12][C@@H:11]1[C:15]1[N:19]([CH3:20])[N:18]=[CH:17][CH:16]=1)#[N:2]. The yield is 0.790. (2) The reactants are [F:1][C:2]1[CH:28]=[CH:27][C:5]([CH2:6][N:7]2[CH2:10][CH:9]([S:11][C:12]3[C@H:13]([CH3:26])[C@@H:14]4[C@@H:21]([C@H:22]([OH:24])[CH3:23])[C:20](=[O:25])[N:15]4[C:16]=3[C:17]([OH:19])=[O:18])[CH2:8]2)=[CH:4][CH:3]=1.[CH2:29]([O:35][C:36]([O:38][CH:39](Cl)[CH3:40])=[O:37])[CH2:30][CH2:31][CH2:32][CH2:33][CH3:34]. No catalyst specified. The product is [F:1][C:2]1[CH:28]=[CH:27][C:5]([CH2:6][N:7]2[CH2:8][CH:9]([S:11][C:12]3[C@H:13]([CH3:26])[C@@H:14]4[C@@H:21]([C@H:22]([OH:24])[CH3:23])[C:20](=[O:25])[N:15]4[C:16]=3[C:17]([O:19][CH:39]([O:38][C:36]([O:35][CH2:29][CH2:30][CH2:31][CH2:32][CH2:33][CH3:34])=[O:37])[CH3:40])=[O:18])[CH2:10]2)=[CH:4][CH:3]=1. The yield is 0.650. (3) The product is [CH:23]1(/[C:28](/[N:1]2[CH:5]=[C:4]([C:6]3[C:7]4[CH:14]=[CH:13][N:12]([CH2:15][O:16][CH2:17][CH2:18][Si:19]([CH3:22])([CH3:21])[CH3:20])[C:8]=4[N:9]=[CH:10][N:11]=3)[CH:3]=[N:2]2)=[CH:29]/[C:30]#[N:31])[CH2:27][CH2:26][CH2:25][CH2:24]1. The reactants are [NH:1]1[CH:5]=[C:4]([C:6]2[C:7]3[CH:14]=[CH:13][N:12]([CH2:15][O:16][CH2:17][CH2:18][Si:19]([CH3:22])([CH3:21])[CH3:20])[C:8]=3[N:9]=[CH:10][N:11]=2)[CH:3]=[N:2]1.[CH:23]1([C:28]#[C:29][C:30]#[N:31])[CH2:27][CH2:26][CH2:25][CH2:24]1.C(=O)([O-])[O-].[K+].[K+]. The yield is 0.530. The catalyst is CN(C=O)C.C(OCC)(=O)C.[Cl-].[Na+].O. (4) The reactants are [Cl:1][C:2]1[CH:7]=[CH:6][C:5]([C:8]2[C:14]3[CH:15]=[C:16]([O:19][CH3:20])[CH:17]=[CH:18][C:13]=3[N:12]3[C:21]([CH3:24])=[N:22][N:23]=[C:11]3[C@H:10]([CH2:25][C:26]([OH:28])=[O:27])[N:9]=2)=[CH:4][CH:3]=1.CC(C)N=C=NC(C)C.[CH2:38](O)[CH2:39][CH2:40][CH3:41]. The catalyst is CN(C1C=CN=CC=1)C. The product is [Cl:1][C:2]1[CH:7]=[CH:6][C:5]([C:8]2[C:14]3[CH:15]=[C:16]([O:19][CH3:20])[CH:17]=[CH:18][C:13]=3[N:12]3[C:21]([CH3:24])=[N:22][N:23]=[C:11]3[C@H:10]([CH2:25][C:26]([O:28][CH2:38][CH2:39][CH2:40][CH3:41])=[O:27])[N:9]=2)=[CH:4][CH:3]=1. The yield is 0.310. (5) The reactants are [N:1]1[CH:6]=[C:5]([CH2:7][C:8]2[C:9](=[O:15])[NH:10][C:11](=[S:14])[NH:12][CH:13]=2)[CH:4]=[N:3][CH:2]=1.[CH3:16]CN(C(C)C)C(C)C.Cl[CH2:26][C:27]1[CH:28]=[CH:29][C:30]([O:35][C:36]2[CH:41]=[CH:40][CH:39]=[C:38]([C:42]([F:45])([F:44])[F:43])[CH:37]=2)=[C:31]([CH:34]=1)[C:32]#[N:33].CI. The catalyst is C(Cl)Cl.[Zn+2].[Br-].[Br-].CN1C(=O)CCC1. The product is [CH3:16][N:12]1[CH:13]=[C:8]([CH2:7][C:5]2[CH:6]=[N:1][CH:2]=[N:3][CH:4]=2)[C:9](=[O:15])[N:10]=[C:11]1[S:14][CH2:26][C:27]1[CH:28]=[CH:29][C:30]([O:35][C:36]2[CH:41]=[CH:40][CH:39]=[C:38]([C:42]([F:45])([F:44])[F:43])[CH:37]=2)=[C:31]([CH:34]=1)[C:32]#[N:33]. The yield is 0.0801. (6) The yield is 0.910. The product is [CH2:11]([O:10][C:8]([C@@H:2]1[CH2:7][CH2:6][N:5]([C:8]([O:10][C:11]([CH3:14])([CH3:13])[CH3:12])=[O:9])[CH2:4][C@@H:3]1[C:15]([O:17][CH2:18][CH3:19])=[O:16])=[O:9])[C:26]1[CH:25]=[CH:4][CH:3]=[CH:2][CH:7]=1. The reactants are N[C@@H:2]1[CH2:7][CH2:6][N:5]([C:8]([O:10][C:11]([CH3:14])([CH3:13])[CH3:12])=[O:9])[CH2:4][C@H:3]1[C:15]([O:17][CH2:18][CH3:19])=[O:16].C(N([CH2:25][CH3:26])CC)C. The catalyst is C(Cl)Cl. (7) The reactants are CC(C)([O-])C.[K+].[CH3:7][C:8]1[CH:13]=[C:12]([C:14]#[C:15][CH3:16])[CH:11]=[C:10]([CH3:17])[C:9]=1[CH2:18][C:19]([N:21]([CH3:34])[CH:22]([CH2:27][C:28]1[CH:33]=[CH:32][CH:31]=[CH:30][N:29]=1)[C:23]([O:25]C)=O)=[O:20]. The catalyst is C1COCC1.C1(C)C=CC=CC=1. The product is [CH3:7][C:8]1[CH:13]=[C:12]([C:14]#[C:15][CH3:16])[CH:11]=[C:10]([CH3:17])[C:9]=1[CH:18]1[C:23](=[O:25])[CH:22]([CH2:27][C:28]2[CH:33]=[CH:32][CH:31]=[CH:30][N:29]=2)[N:21]([CH3:34])[C:19]1=[O:20]. The yield is 0.380.